The task is: Regression. Given a peptide amino acid sequence and an MHC pseudo amino acid sequence, predict their binding affinity value. This is MHC class I binding data.. This data is from Peptide-MHC class I binding affinity with 185,985 pairs from IEDB/IMGT. The peptide sequence is KEDYQIGGY. The MHC is HLA-A29:02 with pseudo-sequence HLA-A29:02. The binding affinity (normalized) is 0.171.